This data is from Full USPTO retrosynthesis dataset with 1.9M reactions from patents (1976-2016). The task is: Predict the reactants needed to synthesize the given product. (1) Given the product [Br:1][C:2]1[CH:12]=[C:6]([CH2:7][OH:8])[CH:5]=[N:4][CH:3]=1, predict the reactants needed to synthesize it. The reactants are: [Br:1][C:2]1[CH:3]=[N:4][CH:5]=[C:6]([CH:12]=1)[C:7](OCC)=[O:8].[BH4-].[Na+].CO.O. (2) Given the product [CH3:39][O:40][C:41]1[C:50]2[C:45](=[CH:46][CH:47]=[CH:48][CH:49]=2)[N:44]=[C:43]([C:51]([N:25]2[CH2:24][CH2:23][C:22]3([CH2:21][C:20](=[O:19])[C:34]4[C:29](=[CH:30][CH:31]=[C:32]([NH:3][C:2](=[O:12])[CH3:1])[CH:33]=4)[O:28]3)[CH2:27][CH2:26]2)=[O:53])[CH:42]=1, predict the reactants needed to synthesize it. The reactants are: [CH3:1][CH2:2][N:3]=C=NCCCN(C)C.[OH:12]C(C(F)(F)F)=O.[O:19]=[C:20]1[C:34]2[C:29](=[CH:30][CH:31]=[C:32](CC(N)=O)[CH:33]=2)[O:28][C:22]2([CH2:27][CH2:26][NH:25][CH2:24][CH2:23]2)[CH2:21]1.[CH3:39][O:40][C:41]1[C:50]2[C:45](=[CH:46][CH:47]=[CH:48][CH:49]=2)[N:44]=[C:43]([C:51]([OH:53])=O)[CH:42]=1.C1C=CC2N(O)N=NC=2C=1. (3) Given the product [CH3:6][O:7][C:8](=[O:37])[C:9]1[CH:14]=[C:13]([NH:15][S:2]([CH3:1])(=[O:4])=[O:3])[CH:12]=[C:11]([N:16]2[C:20]([CH3:21])=[CH:19][CH:18]=[C:17]2[C:22]2[CH:27]=[C:26]([Cl:28])[CH:25]=[CH:24][C:23]=2[O:29][CH2:30][C:31]2[CH:36]=[CH:35][CH:34]=[CH:33][CH:32]=2)[CH:10]=1, predict the reactants needed to synthesize it. The reactants are: [CH3:1][S:2](Cl)(=[O:4])=[O:3].[CH3:6][O:7][C:8](=[O:37])[C:9]1[CH:14]=[C:13]([NH2:15])[CH:12]=[C:11]([N:16]2[C:20]([CH3:21])=[CH:19][CH:18]=[C:17]2[C:22]2[CH:27]=[C:26]([Cl:28])[CH:25]=[CH:24][C:23]=2[O:29][CH2:30][C:31]2[CH:36]=[CH:35][CH:34]=[CH:33][CH:32]=2)[CH:10]=1. (4) Given the product [ClH:1].[F:29][CH:28]([F:30])[O:27][C:23]1[CH:22]=[C:21]([S:18]([NH:17][C:11]2[CH:12]=[CH:13][C:14]([O:15][CH3:16])=[C:9]([N:2]3[CH2:8][CH2:7][CH2:6][N:5]([CH3:31])[CH2:4][CH2:3]3)[CH:10]=2)(=[O:20])=[O:19])[CH:26]=[CH:25][CH:24]=1, predict the reactants needed to synthesize it. The reactants are: [ClH:1].[N:2]1([C:9]2[CH:10]=[C:11]([NH:17][S:18]([C:21]3[CH:26]=[CH:25][CH:24]=[C:23]([O:27][CH:28]([F:30])[F:29])[CH:22]=3)(=[O:20])=[O:19])[CH:12]=[CH:13][C:14]=2[O:15][CH3:16])[CH2:8][CH2:7][CH2:6][NH:5][CH2:4][CH2:3]1.[CH2:31]=O. (5) Given the product [NH2:8][C:9]1[N:14]=[C:13]([C:15]2[N:16]=[C:17]([NH:24][C:32]3[CH:33]=[CH:34][C:35]([N:38]4[CH2:39][CH2:40][N:41]([CH2:44][CH:58]([CH2:56][OH:62])[CH2:64][OH:63])[CH2:42][CH2:43]4)=[CH:36][CH:37]=3)[C:18]3[N:19]([CH:21]=[CH:22][N:23]=3)[CH:20]=2)[CH:12]=[N:11][CH:10]=1, predict the reactants needed to synthesize it. The reactants are: C(OC([N:8](C(OC(C)(C)C)=O)[C:9]1[N:14]=[C:13]([C:15]2[N:16]=[C:17]([N:24]([C:32]3[CH:37]=[CH:36][C:35]([N:38]4[CH2:43][CH2:42][N:41]([CH2:44]C5COC5)[CH2:40][CH2:39]4)=[CH:34][CH:33]=3)C(=O)OC(C)(C)C)[C:18]3[N:19]([CH:21]=[CH:22][N:23]=3)[CH:20]=2)[CH:12]=[N:11][CH:10]=1)=O)(C)(C)C.[C:56]([OH:62])([C:58](F)(F)F)=O.[O:63]1CC[CH2:64]1. (6) Given the product [NH2:2][C:3]1[N:8]=[CH:7][C:6]([C:9]2[N:10]=[C:11]([N:25]3[CH2:30][CH2:29][O:28][CH2:27][CH2:26]3)[C:12]3[S:17][C:16]([C:18]4([OH:24])[CH2:23][CH2:22][N:21]([C:32](=[O:33])[CH2:31][OH:34])[CH2:20][CH2:19]4)=[CH:15][C:13]=3[N:14]=2)=[CH:5][N:4]=1, predict the reactants needed to synthesize it. The reactants are: Cl.[NH2:2][C:3]1[N:8]=[CH:7][C:6]([C:9]2[N:10]=[C:11]([N:25]3[CH2:30][CH2:29][O:28][CH2:27][CH2:26]3)[C:12]3[S:17][C:16]([C:18]4([OH:24])[CH2:23][CH2:22][NH:21][CH2:20][CH2:19]4)=[CH:15][C:13]=3[N:14]=2)=[CH:5][N:4]=1.[C:31](O)(=[O:34])[CH2:32][OH:33]. (7) The reactants are: C([Mg]CCCC)CCC.C([Li])CCC.Br[C:16]1[CH:17]=[C:18]2[C:22](=[CH:23][CH:24]=1)[N:21]([CH3:25])[CH:20]=[C:19]2[CH2:26][CH2:27][CH2:28][O:29][CH3:30].CN1CCOCC1.[CH:38]([CH:40]([CH:56]([CH3:58])[CH3:57])[CH2:41][CH:42]1[CH2:46][O:45][C:44]([CH3:48])([CH3:47])[N:43]1[C:49]([O:51][C:52]([CH3:55])([CH3:54])[CH3:53])=[O:50])=[O:39]. Given the product [OH:39][CH:38]([C:16]1[CH:17]=[C:18]2[C:22](=[CH:23][CH:24]=1)[N:21]([CH3:25])[CH:20]=[C:19]2[CH2:26][CH2:27][CH2:28][O:29][CH3:30])[CH:40]([CH:56]([CH3:58])[CH3:57])[CH2:41][CH:42]1[CH2:46][O:45][C:44]([CH3:48])([CH3:47])[N:43]1[C:49]([O:51][C:52]([CH3:55])([CH3:54])[CH3:53])=[O:50], predict the reactants needed to synthesize it.